This data is from Catalyst prediction with 721,799 reactions and 888 catalyst types from USPTO. The task is: Predict which catalyst facilitates the given reaction. (1) Reactant: [F:1][CH2:2][CH2:3][N:4]1[CH2:9][CH2:8][CH:7]([OH:10])[CH2:6][CH2:5]1.F[C:12]1[CH:17]=[CH:16][C:15]([I:18])=[CH:14][CH:13]=1.[H-].[Na+]. Product: [F:1][CH2:2][CH2:3][N:4]1[CH2:9][CH2:8][CH:7]([O:10][C:12]2[CH:17]=[CH:16][C:15]([I:18])=[CH:14][CH:13]=2)[CH2:6][CH2:5]1. The catalyst class is: 3. (2) Reactant: [C:1]1([C:7]([C:9]2[CH:14]=[CH:13][CH:12]=[CH:11][N:10]=2)=[O:8])[CH:6]=[CH:5][CH:4]=[CH:3][CH:2]=1.[BH4-].[Na+]. Product: [C:1]1([CH:7]([C:9]2[CH:14]=[CH:13][CH:12]=[CH:11][N:10]=2)[OH:8])[CH:2]=[CH:3][CH:4]=[CH:5][CH:6]=1. The catalyst class is: 5. (3) Reactant: [CH3:1][O:2][C:3]1[C:12]([O:13][CH3:14])=[CH:11][C:10]2[C:5](=[CH:6][CH:7]=[CH:8][CH:9]=2)[CH:4]=1.[C:15](Cl)(=[O:19])[CH:16]([CH3:18])[CH3:17].[Cl-].[Al+3].[Cl-].[Cl-]. Product: [CH3:14][O:13][C:12]1[CH:11]=[C:10]2[C:5](=[CH:4][C:3]=1[O:2][CH3:1])[CH:6]=[C:7]([C:15](=[O:19])[CH:16]([CH3:18])[CH3:17])[CH:8]=[CH:9]2. The catalyst class is: 2. (4) Reactant: [NH2:1][CH2:2][CH2:3][NH:4][C:5]1[N:6]=[C:7]([O:38][CH3:39])[C:8]2[C:13]([C:14]3[CH:19]=[CH:18][CH:17]=[CH:16][CH:15]=3)=[C:12]([C:20]3[CH:25]=[CH:24][C:23]([C:26]4([NH:30]C(=O)OC(C)(C)C)[CH2:29][CH2:28][CH2:27]4)=[CH:22][CH:21]=3)[O:11][C:9]=2[N:10]=1.C(O)(C(F)(F)F)=O. Product: [NH2:30][C:26]1([C:23]2[CH:24]=[CH:25][C:20]([C:12]3[O:11][C:9]4[N:10]=[C:5]([NH:4][CH2:3][CH2:2][NH2:1])[N:6]=[C:7]([O:38][CH3:39])[C:8]=4[C:13]=3[C:14]3[CH:15]=[CH:16][CH:17]=[CH:18][CH:19]=3)=[CH:21][CH:22]=2)[CH2:27][CH2:28][CH2:29]1. The catalyst class is: 2. (5) Reactant: S(Cl)([Cl:3])=O.[Cl:5][C:6]1[CH:15]=[C:14]([O:16][CH3:17])[C:13]2[CH:12](O)[CH2:11][CH2:10][CH2:9][C:8]=2[N:7]=1. Product: [Cl:5][C:6]1[CH:15]=[C:14]([O:16][CH3:17])[C:13]2[CH:12]([Cl:3])[CH2:11][CH2:10][CH2:9][C:8]=2[N:7]=1. The catalyst class is: 2.